Predict the product of the given reaction. From a dataset of Forward reaction prediction with 1.9M reactions from USPTO patents (1976-2016). (1) Given the reactants [CH3:1][O:2][C:3]1[CH:4]=[C:5]([C:13]#[CH:14])[CH:6]=[CH:7][C:8]=1[O:9][C:10](=[O:12])[CH3:11].[CH3:15][O:16][C:17]1[CH:24]=[C:23]([O:25][CH3:26])[C:22]([O:27][CH3:28])=[CH:21][C:18]=1[CH2:19][SH:20].[Na], predict the reaction product. The product is: [CH3:1][O:2][C:3]1[CH:4]=[C:5]([CH:6]=[CH:7][C:8]=1[O:9][C:10](=[O:12])[CH3:11])/[CH:13]=[CH:14]\[CH:19]([S:20][CH:19](/[CH:14]=[CH:13]\[C:5]1[CH:6]=[CH:7][C:8]([O:9][C:10](=[O:12])[CH3:11])=[C:3]([O:2][CH3:1])[CH:4]=1)[C:18]1[CH:21]=[C:22]([O:27][CH3:28])[C:23]([O:25][CH3:26])=[CH:24][C:17]=1[O:16][CH3:15])[C:18]1[CH:21]=[C:22]([O:27][CH3:28])[C:23]([O:25][CH3:26])=[CH:24][C:17]=1[O:16][CH3:15]. (2) Given the reactants [CH3:1][N:2]([CH2:4][C:5]1[N:6]([CH3:10])[CH:7]=[CH:8][CH:9]=1)[CH3:3].C[I:12].[C:13](OCC)(=O)C, predict the reaction product. The product is: [I-:12].[CH3:10][N:6]1[CH:7]=[CH:8][CH:9]=[C:5]1[CH2:4][N+:2]([CH3:13])([CH3:3])[CH3:1]. (3) Given the reactants Br[C:2]1[CH:3]=[N:4][C:5]2[N:6]([CH:8]=[C:9]([CH2:11][O:12][C:13]3[CH:18]=[CH:17][C:16]([F:19])=[CH:15][N:14]=3)[N:10]=2)[CH:7]=1.[F:20][C:21]1[CH:26]=[CH:25][C:24](B(O)O)=[C:23]([C:30]([F:33])([F:32])[F:31])[CH:22]=1, predict the reaction product. The product is: [F:19][C:16]1[CH:17]=[CH:18][C:13]([O:12][CH2:11][C:9]2[N:10]=[C:5]3[N:4]=[CH:3][C:2]([C:24]4[CH:25]=[CH:26][C:21]([F:20])=[CH:22][C:23]=4[C:30]([F:31])([F:33])[F:32])=[CH:7][N:6]3[CH:8]=2)=[N:14][CH:15]=1. (4) Given the reactants [C:1]([N:9]1[CH2:12][CH:11]([NH:13][C:14]2[CH:23]=[CH:22][N:21]=[C:20]3[C:15]=2[C:16]2[CH:28]=[CH:27][CH:26]=[CH:25][C:17]=2[C:18](=[O:24])[NH:19]3)[CH2:10]1)(=[O:8])[C:2]1[CH:7]=[CH:6][CH:5]=[CH:4][CH:3]=1.[C:29]1(CC(O)=O)C=CC=CC=1, predict the reaction product. The product is: [C:7]1([CH2:2][C:1]([N:9]2[CH2:12][CH:11]([NH:13][C:14]3[CH:23]=[CH:22][N:21]=[C:20]4[C:15]=3[C:16]3[CH:28]=[CH:27][CH:26]=[CH:25][C:17]=3[C:18](=[O:24])[NH:19]4)[CH2:10]2)=[O:8])[CH:6]=[CH:5][CH:4]=[CH:3][CH:29]=1. (5) Given the reactants [C:1]([O:5][C:6](=[O:22])[N:7]([CH2:10][C:11]1[CH:16]=[C:15]([C:17]([F:20])([F:19])[F:18])[CH:14]=[CH:13][C:12]=1Br)[CH2:8][CH3:9])([CH3:4])([CH3:3])[CH3:2].[B:23]1([B:23]2[O:27][C:26]([CH3:29])([CH3:28])[C:25]([CH3:31])([CH3:30])[O:24]2)[O:27][C:26]([CH3:29])([CH3:28])[C:25]([CH3:31])([CH3:30])[O:24]1.C([O-])(=O)C.[K+], predict the reaction product. The product is: [C:1]([O:5][C:6](=[O:22])[N:7]([CH2:8][CH3:9])[CH2:10][C:11]1[CH:16]=[C:15]([C:17]([F:20])([F:19])[F:18])[CH:14]=[CH:13][C:12]=1[B:23]1[O:27][C:26]([CH3:29])([CH3:28])[C:25]([CH3:31])([CH3:30])[O:24]1)([CH3:4])([CH3:3])[CH3:2]. (6) The product is: [Cl:1][C:2]1[CH:3]=[C:4]2[C:8](=[CH:9][C:10]=1[O:11][CH3:12])[C:7](=[O:13])[CH:6]([CH2:14][C:15]1[CH:20]=[CH:19][C:18]([S:21][C:22]([F:24])([F:23])[F:25])=[CH:17][CH:16]=1)[CH2:5]2. Given the reactants [Cl:1][C:2]1[CH:3]=[C:4]2[C:8](=[CH:9][C:10]=1[O:11][CH3:12])[C:7](=[O:13])/[C:6](=[CH:14]/[C:15]1[CH:20]=[CH:19][C:18]([S:21][C:22]([F:25])([F:24])[F:23])=[CH:17][CH:16]=1)/[CH2:5]2, predict the reaction product. (7) Given the reactants CN(C=O)C.[Na].[CH2:7]([SH:9])[CH3:8].[CH3:10][NH:11][C:12]1[C:17]([NH:18][C:19]([C:21]2[CH:26]=[C:25]([Cl:27])[N:24]=[N:23][C:22]=2Cl)=[O:20])=[CH:16][C:15]([C:29]([F:32])([F:31])[F:30])=[CH:14][N:13]=1.C1COCC1, predict the reaction product. The product is: [CH3:10][NH:11][C:12]1[C:17]([NH:18][C:19]([C:21]2[CH:26]=[C:25]([Cl:27])[N:24]=[N:23][C:22]=2[S:9][CH2:7][CH3:8])=[O:20])=[CH:16][C:15]([C:29]([F:32])([F:31])[F:30])=[CH:14][N:13]=1. (8) Given the reactants [OH-].[Li+].[Br:3][C:4]1[N:5]([C:15]2[C:24]3[C:19](=[CH:20][CH:21]=[CH:22][CH:23]=3)[C:18]([CH:25]3[CH2:27][CH2:26]3)=[CH:17][CH:16]=2)[C:6]([S:9][CH2:10][C:11]([O:13]C)=[O:12])=[N:7][N:8]=1.Cl, predict the reaction product. The product is: [Br:3][C:4]1[N:5]([C:15]2[C:24]3[C:19](=[CH:20][CH:21]=[CH:22][CH:23]=3)[C:18]([CH:25]3[CH2:27][CH2:26]3)=[CH:17][CH:16]=2)[C:6]([S:9][CH2:10][C:11]([OH:13])=[O:12])=[N:7][N:8]=1.